This data is from Catalyst prediction with 721,799 reactions and 888 catalyst types from USPTO. The task is: Predict which catalyst facilitates the given reaction. (1) Reactant: [CH3:1][C:2]([Si:5]([CH3:23])([CH3:22])[O:6][CH2:7][C:8]1[N:12]2[CH:13]=[CH:14][CH:15]=[C:16]([C:17](OCC)=[O:18])[C:11]2=[N:10][CH:9]=1)([CH3:4])[CH3:3].[H-].C([Al+]CC(C)C)C(C)C. Product: [CH3:4][C:2]([Si:5]([CH3:23])([CH3:22])[O:6][CH2:7][C:8]1[N:12]2[CH:13]=[CH:14][CH:15]=[C:16]([CH:17]=[O:18])[C:11]2=[N:10][CH:9]=1)([CH3:1])[CH3:3]. The catalyst class is: 1. (2) Reactant: [CH2:1]1[C:9]2[C:4](=[CH:5][CH:6]=[CH:7][CH:8]=2)[CH2:3][NH:2]1.CN(C)C=O.F[C:16]1[CH:21]=[CH:20][C:19]([C:22]([F:25])([F:24])[F:23])=[CH:18][C:17]=1[N+:26]([O-:28])=[O:27]. Product: [N+:26]([C:17]1[CH:18]=[C:19]([C:22]([F:23])([F:24])[F:25])[CH:20]=[CH:21][C:16]=1[N:2]1[CH2:3][C:4]2[C:9](=[CH:8][CH:7]=[CH:6][CH:5]=2)[CH2:1]1)([O-:28])=[O:27]. The catalyst class is: 6.